From a dataset of Catalyst prediction with 721,799 reactions and 888 catalyst types from USPTO. Predict which catalyst facilitates the given reaction. (1) Reactant: [OH:1][B:2]([OH:11])[C:3]1[S:7][C:6]([C:8]([OH:10])=[O:9])=[CH:5][CH:4]=1.[CH3:12][C:13]([CH3:18])([CH2:16]O)[CH2:14]O. The catalyst class is: 1. Product: [CH3:12][C:13]1([CH3:18])[CH2:16][O:1][B:2]([C:3]2[S:7][C:6]([C:8]([OH:10])=[O:9])=[CH:5][CH:4]=2)[O:11][CH2:14]1. (2) Reactant: [CH2:1]([O:3][CH2:4][CH2:5][N:6]1[C:10]2[CH:11]=[CH:12][CH:13]=[CH:14][C:9]=2[N:8]=[C:7]1[N:15]1[CH2:21][CH2:20][CH2:19][NH:18][CH2:17][CH2:16]1)[CH3:2].[IH:22].C(O)C. Product: [IH:22].[CH2:1]([O:3][CH2:4][CH2:5][N:6]1[C:10]2[CH:11]=[CH:12][CH:13]=[CH:14][C:9]=2[N:8]=[C:7]1[N:15]1[CH2:21][CH2:20][CH2:19][NH:18][CH2:17][CH2:16]1)[CH3:2]. The catalyst class is: 27. (3) Reactant: [C:1]([O:4][C@H:5]([CH2:9][C:10]1[CH:15]=[CH:14][CH:13]=[CH:12][CH:11]=1)[C:6](O)=[O:7])(=[O:3])[CH3:2].N1C=CC=CC=1.N1C(F)=NC(F)=NC=1[F:24]. Product: [C:1]([O:4][C@H:5]([CH2:9][C:10]1[CH:15]=[CH:14][CH:13]=[CH:12][CH:11]=1)[C:6]([F:24])=[O:7])(=[O:3])[CH3:2]. The catalyst class is: 2. (4) Reactant: [Cl:1][C:2]1[C:3]([F:9])=[C:4](I)[CH:5]=[CH:6][CH:7]=1.C(OC([N:17]1[CH2:22][CH2:21][NH:20][CH2:19][CH2:18]1)=O)(C)(C)C.CC(C)([O-])C.[Na+].C1C=CC(P(C2C(C3C(P(C4C=CC=CC=4)C4C=CC=CC=4)=CC=C4C=3C=CC=C4)=C3C(C=CC=C3)=CC=2)C2C=CC=CC=2)=CC=1. Product: [Cl:1][C:2]1[C:3]([F:9])=[C:4]([N:17]2[CH2:22][CH2:21][NH:20][CH2:19][CH2:18]2)[CH:5]=[CH:6][CH:7]=1. The catalyst class is: 101. (5) Reactant: Br.[NH2:2][C:3]1[C:4]([OH:18])=[C:5]([C:10]2[O:14][C:13]([C:15]([OH:17])=[O:16])=[CH:12][CH:11]=2)[CH:6]=[C:7]([CH3:9])[CH:8]=1.[N:19]([O-])=O.[Na+].[CH2:23]1[C:31]2[C:26](=[CH:27][C:28]([N:32]3[C:36](=[O:37])[CH2:35][C:34]([CH3:38])=[N:33]3)=[CH:29][CH:30]=2)[CH2:25][CH2:24]1.C(=O)(O)[O-].[Na+]. Product: [OH:18][C:4]1[C:3]([NH:2][N:19]=[C:35]2[C:36](=[O:37])[N:32]([C:28]3[CH:27]=[C:26]4[C:31](=[CH:30][CH:29]=3)[CH2:23][CH2:24][CH2:25]4)[N:33]=[C:34]2[CH3:38])=[CH:8][C:7]([CH3:9])=[CH:6][C:5]=1[C:10]1[O:14][C:13]([C:15]([OH:17])=[O:16])=[CH:12][CH:11]=1. The catalyst class is: 502. (6) Reactant: [CH2:1]([O:3][C:4](=[O:22])[NH:5][C:6]1[CH:11]=[CH:10][CH:9]=[C:8]([CH2:12][N:13]2[C:18](=[O:19])[CH:17]=[CH:16][C:15]([C:20]#[N:21])=[N:14]2)[CH:7]=1)[CH3:2].[Cl-].C([NH2+]CC)C.O.[S-2:30].[Na+].[Na+].O. Product: [CH2:1]([O:3][C:4](=[O:22])[NH:5][C:6]1[CH:11]=[CH:10][CH:9]=[C:8]([CH2:12][N:13]2[C:18](=[O:19])[CH:17]=[CH:16][C:15]([C:20](=[S:30])[NH2:21])=[N:14]2)[CH:7]=1)[CH3:2]. The catalyst class is: 3. (7) Reactant: [CH2:1]([O:8][CH2:9][C:10]([CH:13]1[N:22]2[C:17](=[CH:18][C:19](=[O:28])[C:20]([C:23]([O:25]CC)=[O:24])=[CH:21]2)[C:16]2[CH:29]=[C:30]([O:39][CH3:40])[C:31]([O:33][CH2:34][CH2:35][CH2:36][O:37][CH3:38])=[CH:32][C:15]=2[CH2:14]1)([CH3:12])[CH3:11])[C:2]1[CH:7]=[CH:6][CH:5]=[CH:4][CH:3]=1.[Li+].[OH-].Cl. Product: [CH2:1]([O:8][CH2:9][C:10]([CH:13]1[N:22]2[C:17](=[CH:18][C:19](=[O:28])[C:20]([C:23]([OH:25])=[O:24])=[CH:21]2)[C:16]2[CH:29]=[C:30]([O:39][CH3:40])[C:31]([O:33][CH2:34][CH2:35][CH2:36][O:37][CH3:38])=[CH:32][C:15]=2[CH2:14]1)([CH3:12])[CH3:11])[C:2]1[CH:7]=[CH:6][CH:5]=[CH:4][CH:3]=1. The catalyst class is: 36. (8) Reactant: [NH2:1][C:2]1[N:10]=[CH:9][CH:8]=[CH:7][C:3]=1[C:4](O)=[O:5].[H-].[H-].[H-].[H-].[Li+].[Al+3]. Product: [NH2:1][C:2]1[C:3]([CH2:4][OH:5])=[CH:7][CH:8]=[CH:9][N:10]=1. The catalyst class is: 1. (9) Reactant: [O:1]1[C:6]2[CH:7]=[CH:8][C:9]([CH2:11][N:12]([CH:20]3[CH2:25][CH2:24][N:23]([CH2:26][CH2:27][N:28]4[C:37]5[C:32](=[C:33]([N+:38]([O-:40])=[O:39])[CH:34]=[CH:35][CH:36]=5)[CH:31]=[CH:30][C:29]4=[O:41])[CH2:22][CH2:21]3)C(=O)OC(C)(C)C)=[CH:10][C:5]=2[O:4][CH2:3][CH2:2]1.[ClH:42].O1CCOCC1. Product: [ClH:42].[O:1]1[C:6]2[CH:7]=[CH:8][C:9]([CH2:11][NH:12][CH:20]3[CH2:21][CH2:22][N:23]([CH2:26][CH2:27][N:28]4[C:37]5[C:32](=[C:33]([N+:38]([O-:40])=[O:39])[CH:34]=[CH:35][CH:36]=5)[CH:31]=[CH:30][C:29]4=[O:41])[CH2:24][CH2:25]3)=[CH:10][C:5]=2[O:4][CH2:3][CH2:2]1. The catalyst class is: 12. (10) Reactant: [C:1]([O:5][C:6]([NH:8][CH2:9][CH2:10][N:11]([CH2:17][CH2:18][C:19]([O:21]CC1C=CC=CC=1)=[O:20])[CH2:12][CH2:13][C:14]([O-:16])=[O:15])=[O:7])([CH3:4])([CH3:3])[CH3:2].C(Cl)Cl. Product: [C:1]([O:5][C:6]([NH:8][CH2:9][CH2:10][N:11]([CH2:17][CH2:18][C:19]([OH:21])=[O:20])[CH2:12][CH2:13][C:14]([OH:16])=[O:15])=[O:7])([CH3:4])([CH3:2])[CH3:3]. The catalyst class is: 50.